This data is from Full USPTO retrosynthesis dataset with 1.9M reactions from patents (1976-2016). The task is: Predict the reactants needed to synthesize the given product. Given the product [CH3:21][O:20][C:17]1[CH:18]=[C:19]2[C:14](=[CH:15][C:16]=1[O:22][CH3:23])[N:13]([CH2:24][CH2:25][N:43]1[CH2:48][CH2:47][O:46][CH2:45][CH2:44]1)[CH:12]=[C:11]2[C:9]1[N:8]([S:27]([C:30]2[CH:35]=[CH:34][C:33]([CH3:36])=[CH:32][CH:31]=2)(=[O:29])=[O:28])[C:5]2=[N:6][CH:7]=[C:2]([F:1])[CH:3]=[C:4]2[CH:10]=1, predict the reactants needed to synthesize it. The reactants are: [F:1][C:2]1[CH:3]=[C:4]2[CH:10]=[C:9]([C:11]3[C:19]4[C:14](=[CH:15][C:16]([O:22][CH3:23])=[C:17]([O:20][CH3:21])[CH:18]=4)[N:13]([CH2:24][CH2:25]I)[CH:12]=3)[N:8]([S:27]([C:30]3[CH:35]=[CH:34][C:33]([CH3:36])=[CH:32][CH:31]=3)(=[O:29])=[O:28])[C:5]2=[N:6][CH:7]=1.C(=O)([O-])[O-].[K+].[K+].[NH:43]1[CH2:48][CH2:47][O:46][CH2:45][CH2:44]1.